From a dataset of Catalyst prediction with 721,799 reactions and 888 catalyst types from USPTO. Predict which catalyst facilitates the given reaction. Reactant: [NH2:1][C:2]1[C:3](=[O:21])[N:4]([CH2:13][C:14]2[CH:19]=[CH:18][C:17]([Cl:20])=[CH:16][CH:15]=2)[C:5](=[O:12])[N:6]([CH2:9][CH2:10][CH3:11])[C:7]=1[NH2:8].[CH3:22][CH:23]1[CH2:27][CH:26]([CH3:28])[C:25](=O)[C:24]1=O. Product: [Cl:20][C:17]1[CH:18]=[CH:19][C:14]([CH2:13][N:4]2[C:3](=[O:21])[C:2]3[C:7](=[N:8][C:24]4[CH:23]([CH3:22])[CH2:27][CH:26]([CH3:28])[C:25]=4[N:1]=3)[N:6]([CH2:9][CH2:10][CH3:11])[C:5]2=[O:12])=[CH:15][CH:16]=1. The catalyst class is: 130.